This data is from Reaction yield outcomes from USPTO patents with 853,638 reactions. The task is: Predict the reaction yield, written as a fraction of the theoretical maximum amount of product (1.0 means a 100% yield; for example, 0.34 means a 34% yield). (1) The reactants are [F:1][C:2]1[CH:7]=[CH:6][CH:5]=[C:4]([F:8])[C:3]=1[S:9]([NH:12][C:13]1[C:14]([F:23])=[C:15]([CH:20]=[CH:21][CH:22]=1)[C:16](OC)=[O:17])(=[O:11])=[O:10].C[Si]([N-][Si](C)(C)C)(C)C.[Li+].[Cl:34][C:35]1[N:40]=[C:39]([CH3:41])[CH:38]=[CH:37][N:36]=1. The catalyst is C1COCC1. The product is [Cl:34][C:35]1[N:40]=[C:39]([CH2:41][C:16]([C:15]2[C:14]([F:23])=[C:13]([NH:12][S:9]([C:3]3[C:2]([F:1])=[CH:7][CH:6]=[CH:5][C:4]=3[F:8])(=[O:10])=[O:11])[CH:22]=[CH:21][CH:20]=2)=[O:17])[CH:38]=[CH:37][N:36]=1. The yield is 0.720. (2) The reactants are C1(O[C:8](=[O:21])[NH:9][C:10]2[S:11][C:12]3[N:13]=[CH:14][N:15]=[C:16]([O:19][CH3:20])[C:17]=3[N:18]=2)C=CC=CC=1.[C:22]([O:26][C:27](=[O:35])[NH:28][CH:29]1[CH2:34][CH2:33][NH:32][CH2:31][CH2:30]1)([CH3:25])([CH3:24])[CH3:23]. The catalyst is C(#N)C. The product is [C:22]([O:26][C:27](=[O:35])[NH:28][CH:29]1[CH2:34][CH2:33][N:32]([C:8](=[O:21])[NH:9][C:10]2[S:11][C:12]3[N:13]=[CH:14][N:15]=[C:16]([O:19][CH3:20])[C:17]=3[N:18]=2)[CH2:31][CH2:30]1)([CH3:25])([CH3:23])[CH3:24]. The yield is 0.900.